From a dataset of Full USPTO retrosynthesis dataset with 1.9M reactions from patents (1976-2016). Predict the reactants needed to synthesize the given product. (1) Given the product [Br:10][C:11]1[C:12]([NH:9][CH2:8][CH2:7][CH:1]2[CH2:6][CH2:5][CH2:4][CH2:3][CH2:2]2)=[N:13][C:14]([Cl:17])=[N:15][CH:16]=1, predict the reactants needed to synthesize it. The reactants are: [CH:1]1([CH2:7][CH2:8][NH2:9])[CH2:6][CH2:5][CH2:4][CH2:3][CH2:2]1.[Br:10][C:11]1[C:12](Cl)=[N:13][C:14]([Cl:17])=[N:15][CH:16]=1. (2) The reactants are: [C:1]([O:5][C:6]([NH:8][N:9]=[CH:10][C:11]1[CH:16]=[CH:15][C:14]([OH:17])=[CH:13][CH:12]=1)=[O:7])([CH3:4])([CH3:3])[CH3:2].[CH3:18][N:19]([CH3:23])[C:20](Cl)=[O:21]. Given the product [C:1]([O:5][C:6]([NH:8][N:9]=[CH:10][C:11]1[CH:12]=[CH:13][C:14]([O:17][C:20](=[O:21])[N:19]([CH3:23])[CH3:18])=[CH:15][CH:16]=1)=[O:7])([CH3:4])([CH3:2])[CH3:3], predict the reactants needed to synthesize it. (3) Given the product [CH2:1]([N:4]([CH2:5][CH2:6][C:7]([N:61]1[C@H:60]([CH2:53][C:54]2[CH:59]=[CH:58][CH:57]=[CH:56][CH:55]=2)[CH2:64][O:63][C:62]1=[O:65])=[O:9])[C:10](=[O:11])[O:12][CH2:13][C:14]1[CH:19]=[CH:18][CH:17]=[CH:16][CH:15]=1)[CH:2]=[CH2:3], predict the reactants needed to synthesize it. The reactants are: [CH2:1]([N:4]([C:10]([O:12][CH2:13][C:14]1[CH:19]=[CH:18][CH:17]=[CH:16][CH:15]=1)=[O:11])[CH2:5][CH2:6][C:7]([OH:9])=O)[CH:2]=[CH2:3].CCN(C(C)C)C(C)C.CN(C(ON1N=NC2C=CC=NC1=2)=[N+](C)C)C.F[P-](F)(F)(F)(F)F.[CH2:53]([C@@H:60]1[CH2:64][O:63][C:62](=[O:65])[NH:61]1)[C:54]1[CH:59]=[CH:58][CH:57]=[CH:56][CH:55]=1. (4) Given the product [Br:36][C:14]1[C:9]2[NH:10][CH2:11][CH2:12][CH2:13][C@H:7]([N:6]([CH2:5][C:4]3[CH:29]=[C:30]([C:32]([F:35])([F:33])[F:34])[CH:31]=[C:2]([Cl:1])[CH:3]=3)[C:23]3[N:24]=[N:25][N:26]([CH3:28])[N:27]=3)[C:8]=2[CH:17]=[C:16]([CH3:18])[C:15]=1[C:19]([F:20])([F:21])[F:22], predict the reactants needed to synthesize it. The reactants are: [Cl:1][C:2]1[CH:3]=[C:4]([CH:29]=[C:30]([C:32]([F:35])([F:34])[F:33])[CH:31]=1)[CH2:5][N:6]([C:23]1[N:24]=[N:25][N:26]([CH3:28])[N:27]=1)[C@H:7]1[CH2:13][CH2:12][CH2:11][NH:10][C:9]2[CH:14]=[C:15]([C:19]([F:22])([F:21])[F:20])[C:16]([CH3:18])=[CH:17][C:8]1=2.[Br:36]N1C(=O)CCC1=O. (5) Given the product [Br:31][C:28]1[CH:27]=[CH:26][C:25]([C:22](=[O:24])[CH2:23][Br:1])=[CH:30][N:29]=1, predict the reactants needed to synthesize it. The reactants are: [Br-:1].[Br-].[Br-].[NH+]1C=CC=CC=1.[NH+]1C=CC=CC=1.[NH+]1C=CC=CC=1.[C:22]([C:25]1[CH:26]=[CH:27][C:28]([Br:31])=[N:29][CH:30]=1)(=[O:24])[CH3:23]. (6) Given the product [CH3:1][C:2]1[CH:7]=[C:6]([CH3:8])[C:5]([NH:9][S:10]([C:13]2[CH:14]=[CH:15][CH:16]=[CH:17][CH:18]=2)(=[O:12])=[O:11])=[CH:4][C:3]=1[NH:19][C:20]([CH2:22][C:23]1[CH:24]=[CH:25][C:26]([C:27]([NH2:36])=[NH:28])=[CH:29][CH:30]=1)=[O:21], predict the reactants needed to synthesize it. The reactants are: [CH3:1][C:2]1[CH:7]=[C:6]([CH3:8])[C:5]([NH:9][S:10]([C:13]2[CH:18]=[CH:17][CH:16]=[CH:15][CH:14]=2)(=[O:12])=[O:11])=[CH:4][C:3]=1[NH:19][C:20]([CH2:22][C:23]1[CH:30]=[CH:29][C:26]([C:27]#[N:28])=[CH:25][CH:24]=1)=[O:21].Cl.C(=O)([O-])[O-].[NH4+:36].[NH4+].